This data is from Catalyst prediction with 721,799 reactions and 888 catalyst types from USPTO. The task is: Predict which catalyst facilitates the given reaction. (1) Reactant: Br[C:2]1[S:3][C:4]([C:7]2[CH:12]=[CH:11][C:10]([O:13][CH:14]([CH3:16])[CH3:15])=[C:9]([Cl:17])[CH:8]=2)=[N:5][N:6]=1.C([O-])([O-])=O.[Cs+].[Cs+].[N:24]1[NH:25][CH:26]=[C:27]2[CH2:33][CH2:32][N:31]([C:34]([O:36][C:37]([CH3:40])([CH3:39])[CH3:38])=[O:35])[CH2:30][CH2:29][C:28]=12. Product: [Cl:17][C:9]1[CH:8]=[C:7]([C:4]2[S:3][C:2]([N:25]3[CH:26]=[C:27]4[C:28]([CH2:29][CH2:30][N:31]([C:34]([O:36][C:37]([CH3:40])([CH3:39])[CH3:38])=[O:35])[CH2:32][CH2:33]4)=[N:24]3)=[N:6][N:5]=2)[CH:12]=[CH:11][C:10]=1[O:13][CH:14]([CH3:16])[CH3:15].[Cl:17][C:9]1[CH:8]=[C:7]([C:4]2[S:3][C:2]([N:24]3[C:28]4[CH2:29][CH2:30][N:31]([C:34]([O:36][C:37]([CH3:40])([CH3:39])[CH3:38])=[O:35])[CH2:32][CH2:33][C:27]=4[CH:26]=[N:25]3)=[N:6][N:5]=2)[CH:12]=[CH:11][C:10]=1[O:13][CH:14]([CH3:16])[CH3:15]. The catalyst class is: 122. (2) Product: [CH:1]([CH:3]=[O:4])=[O:2].[N:5]1[C:12]([NH2:13])=[N:11][C:9]([NH2:10])=[N:8][C:6]=1[NH2:7]. The catalyst class is: 6. Reactant: [CH:1]([CH:3]=[O:4])=[O:2].[N:5]1[C:12]([NH2:13])=[N:11][C:9]([NH2:10])=[N:8][C:6]=1[NH2:7]. (3) Reactant: Br[C:2]1[CH:7]=[CH:6][C:5]([N:8]2[C:12]([CH2:13][C@@H:14]3[CH2:18][CH2:17][N:16]([C:19]([CH:21]4[CH2:23][CH2:22]4)=[O:20])[CH2:15]3)=[N:11][NH:10][C:9]2=[O:24])=[CH:4][CH:3]=1.CC1(C)C(C)(C)OB([C:33]2[CH:34]=[CH:35][C:36]3[O:40][CH:39]=[CH:38][C:37]=3[CH:41]=2)O1.C(=O)([O-])[O-].[K+].[K+]. Product: [O:40]1[C:36]2[CH:35]=[CH:34][C:33]([C:2]3[CH:7]=[CH:6][C:5]([N:8]4[C:12]([CH2:13][C@@H:14]5[CH2:18][CH2:17][N:16]([C:19]([CH:21]6[CH2:23][CH2:22]6)=[O:20])[CH2:15]5)=[N:11][NH:10][C:9]4=[O:24])=[CH:4][CH:3]=3)=[CH:41][C:37]=2[CH:38]=[CH:39]1. The catalyst class is: 12. (4) Reactant: [CH:1]1([CH:7]=[CH:8][C:9]([OH:11])=O)[CH2:6][CH2:5][CH2:4][CH2:3][CH2:2]1.Cl.CN(C)CCCN=C=NCC.O.[OH:25][N:26]1C2C=CC=CC=2N=N1.Cl.NO.C(N(CC)CC)C. Product: [CH:1]1([CH:7]=[CH:8][C:9]([NH:26][OH:25])=[O:11])[CH2:6][CH2:5][CH2:4][CH2:3][CH2:2]1. The catalyst class is: 3.